From a dataset of Catalyst prediction with 721,799 reactions and 888 catalyst types from USPTO. Predict which catalyst facilitates the given reaction. (1) Reactant: [F:1][C:2]1[CH:7]=[C:6]([CH3:8])[C:5]([CH:9]2[C:13](=[O:14])[CH:12]=[CH:11][CH:10]2[OH:15])=[C:4]([CH3:16])[CH:3]=1.CC(C)=O.OS(O)(=O)=O.O=[Cr](=O)=O. Product: [F:1][C:2]1[CH:3]=[C:4]([CH3:16])[C:5]([CH:9]2[C:13](=[O:14])[CH:12]=[CH:11][C:10]2=[O:15])=[C:6]([CH3:8])[CH:7]=1. The catalyst class is: 21. (2) Reactant: [CH3:1]C1(C)CCCNC1=O.[CH3:10][C:11]1([CH3:18])[NH:16][C:15](=[O:17])[CH2:14][CH2:13][CH2:12]1.[H-].[Na+].CI. Product: [CH3:1][N:16]1[C:11]([CH3:18])([CH3:10])[CH2:12][CH2:13][CH2:14][C:15]1=[O:17]. The catalyst class is: 1. (3) Reactant: [C:1]([O:4][C:5]1[S:13][C:12]2[CH2:11][CH2:10][N:9]([CH:14]([C:22]([CH:24]3[CH2:26][CH2:25]3)=[O:23])[C:15]3[CH:20]=[CH:19][CH:18]=[CH:17][C:16]=3[F:21])[CH2:8][C:7]=2[CH:6]=1)(=[O:3])[CH3:2].[CH3:27][S:28]([OH:31])(=[O:30])=[O:29].CC(OC1SC2CCN(C(C(C3CC3)=O)C3C=CC=CC=3F)CC=2C=1)=O.Cl. Product: [CH3:2][C:1]([O:4][C:5]1[S:13][C:12]2[CH2:11][CH2:10][N:9]([CH:14]([C:22]([CH:24]3[CH2:26][CH2:25]3)=[O:23])[C:15]3[CH:20]=[CH:19][CH:18]=[CH:17][C:16]=3[F:21])[CH2:8][C:7]=2[CH:6]=1)=[O:3].[S:28]([O-:31])(=[O:30])(=[O:29])[CH3:27]. The catalyst class is: 21. (4) Reactant: [C:1]([C:3]1[CH:4]=[C:5]([CH:10]=[CH:11][C:12]=1[OH:13])[C:6]([O:8][CH3:9])=[O:7])#[N:2].ClN1C(=O)[CH2:18][CH2:17][C:16]1=O. The catalyst class is: 10. Product: [C:1]([C:3]1[CH:4]=[C:5]([CH:10]=[CH:11][C:12]=1[O:13][CH:17]([CH3:18])[CH3:16])[C:6]([O:8][CH3:9])=[O:7])#[N:2]. (5) Reactant: [CH3:1][S:2]([C:5]1[CH:6]=[CH:7][C:8]([O:11][CH2:12][CH2:13][C@@H:14]2[CH2:16][C@@H:15]2[CH:17]2[CH2:22][CH2:21][N:20](C(OCC3C=CC=CC=3)=O)[CH2:19][CH2:18]2)=[N:9][CH:10]=1)(=[O:4])=[O:3]. Product: [CH3:1][S:2]([C:5]1[CH:6]=[CH:7][C:8]([O:11][CH2:12][CH2:13][C@@H:14]2[CH2:16][C@@H:15]2[CH:17]2[CH2:22][CH2:21][NH:20][CH2:19][CH2:18]2)=[N:9][CH:10]=1)(=[O:3])=[O:4]. The catalyst class is: 63. (6) Reactant: [OH:1][C:2]1[CH:11]=[C:10]2[C:5]([C:6](=[O:25])[C:7]([C:16]3[CH:24]=[CH:23][C:19]([C:20]([OH:22])=O)=[CH:18][CH:17]=3)=[C:8]([C:12]([F:15])([F:14])[F:13])[O:9]2)=[CH:4][CH:3]=1.CCN=C=NCCCN(C)C.[C:37]([NH:44][NH2:45])([O:39][C:40]([CH3:43])([CH3:42])[CH3:41])=[O:38].CN(C=O)C. Product: [OH:1][C:2]1[CH:11]=[C:10]2[C:5]([C:6](=[O:25])[C:7]([C:16]3[CH:17]=[CH:18][C:19]([C:20]([NH:45][NH:44][C:37]([O:39][C:40]([CH3:43])([CH3:42])[CH3:41])=[O:38])=[O:22])=[CH:23][CH:24]=3)=[C:8]([C:12]([F:13])([F:14])[F:15])[O:9]2)=[CH:4][CH:3]=1. The catalyst class is: 91.